This data is from NCI-60 drug combinations with 297,098 pairs across 59 cell lines. The task is: Regression. Given two drug SMILES strings and cell line genomic features, predict the synergy score measuring deviation from expected non-interaction effect. (1) Drug 1: CN(C)C1=NC(=NC(=N1)N(C)C)N(C)C. Drug 2: CCC1(CC2CC(C3=C(CCN(C2)C1)C4=CC=CC=C4N3)(C5=C(C=C6C(=C5)C78CCN9C7C(C=CC9)(C(C(C8N6C=O)(C(=O)OC)O)OC(=O)C)CC)OC)C(=O)OC)O.OS(=O)(=O)O. Cell line: KM12. Synergy scores: CSS=35.3, Synergy_ZIP=-15.0, Synergy_Bliss=-8.49, Synergy_Loewe=6.31, Synergy_HSA=6.33. (2) Drug 1: CC1=C2C(C(=O)C3(C(CC4C(C3C(C(C2(C)C)(CC1OC(=O)C(C(C5=CC=CC=C5)NC(=O)C6=CC=CC=C6)O)O)OC(=O)C7=CC=CC=C7)(CO4)OC(=O)C)O)C)OC(=O)C. Drug 2: CC(C)CN1C=NC2=C1C3=CC=CC=C3N=C2N. Cell line: IGROV1. Synergy scores: CSS=32.6, Synergy_ZIP=6.71, Synergy_Bliss=7.07, Synergy_Loewe=-2.73, Synergy_HSA=6.68.